This data is from Catalyst prediction with 721,799 reactions and 888 catalyst types from USPTO. The task is: Predict which catalyst facilitates the given reaction. (1) Reactant: [CH3:1][C:2]1[N:7]=[C:6]2[S:8][C:9]3[CH2:14][CH2:13][CH2:12][CH2:11][C:10]=3[C:5]2=[C:4]([S:15][C:16]2[CH:21]=[CH:20][CH:19]=[CH:18][CH:17]=2)[C:3]=1[CH:22]([O:27][C:28]([CH3:31])([CH3:30])[CH3:29])[C:23]([O:25]C)=[O:24].[OH-].[Na+]. Product: [CH3:1][C:2]1[N:7]=[C:6]2[S:8][C:9]3[CH2:14][CH2:13][CH2:12][CH2:11][C:10]=3[C:5]2=[C:4]([S:15][C:16]2[CH:17]=[CH:18][CH:19]=[CH:20][CH:21]=2)[C:3]=1[CH:22]([O:27][C:28]([CH3:31])([CH3:30])[CH3:29])[C:23]([OH:25])=[O:24]. The catalyst class is: 5. (2) Reactant: C[Si](C)(C)CCOC[N:7]1[CH:11]=[C:10]([C:12]2([NH2:15])[CH2:14][CH2:13]2)[N:9]=[CH:8]1. Product: [NH:7]1[CH:11]=[C:10]([C:12]2([NH2:15])[CH2:14][CH2:13]2)[N:9]=[CH:8]1. The catalyst class is: 811. (3) Reactant: [OH:1][B:2]1[C:6]2[CH:7]=[C:8]([NH:11][S:12]([C:15]3[CH:20]=[CH:19][C:18]([O:21][CH3:22])=[CH:17][C:16]=3[CH2:23][C:24]([O:26]CC)=[O:25])(=[O:14])=[O:13])[CH:9]=[CH:10][C:5]=2[CH2:4][O:3]1.[Li+].[OH-]. Product: [OH:1][B:2]1[C:6]2[CH:7]=[C:8]([NH:11][S:12]([C:15]3[CH:20]=[CH:19][C:18]([O:21][CH3:22])=[CH:17][C:16]=3[CH2:23][C:24]([OH:26])=[O:25])(=[O:14])=[O:13])[CH:9]=[CH:10][C:5]=2[CH2:4][O:3]1. The catalyst class is: 24. (4) Reactant: Br[C:2]1[CH:3]=[CH:4][C:5]([N:15]2[CH2:19][CH2:18][CH:17]([CH3:20])[CH2:16]2)=[C:6](/[CH:8]=[CH:9]/[C:10]([O:12][CH2:13][CH3:14])=[O:11])[CH:7]=1.[CH2:21]([O:25][CH2:26][CH2:27][O:28][C:29]1[CH:34]=[CH:33][C:32](OB(O)O)=[CH:31][CH:30]=1)[CH2:22][CH2:23][CH3:24].C(=O)([O-])[O-].[K+].[K+]. Product: [CH2:21]([O:25][CH2:26][CH2:27][O:28][C:29]1[CH:30]=[CH:31][C:32]([C:2]2[CH:3]=[CH:4][C:5]([N:15]3[CH2:19][CH2:18][CH:17]([CH3:20])[CH2:16]3)=[C:6](/[CH:8]=[CH:9]/[C:10]([O:12][CH2:13][CH3:14])=[O:11])[CH:7]=2)=[CH:33][CH:34]=1)[CH2:22][CH2:23][CH3:24]. The catalyst class is: 460. (5) Reactant: Br[CH2:2][C:3]([OH:5])=[O:4].[SH:6][CH:7]1[CH2:12][O:11][C:9](=[O:10])[CH2:8]1.C(N(CC)CC)C.O. Product: [O:10]=[C:9]1[CH2:8][CH:7]([S:6][CH2:2][C:3]([OH:5])=[O:4])[CH2:12][O:11]1. The catalyst class is: 54. (6) Reactant: [NH2:1][C:2]1[S:3][C:4]2[CH:10]=[C:9]([N+:11]([O-:13])=[O:12])[CH:8]=[CH:7][C:5]=2[N:6]=1.[C:14](Cl)(=[O:21])[C:15]1[CH:20]=[CH:19][CH:18]=[CH:17][CH:16]=1.O. Product: [N+:11]([C:9]1[CH:8]=[CH:7][C:5]2[N:6]=[C:2]([NH:1][C:14](=[O:21])[C:15]3[CH:20]=[CH:19][CH:18]=[CH:17][CH:16]=3)[S:3][C:4]=2[CH:10]=1)([O-:13])=[O:12]. The catalyst class is: 17.